Dataset: Peptide-MHC class II binding affinity with 134,281 pairs from IEDB. Task: Regression. Given a peptide amino acid sequence and an MHC pseudo amino acid sequence, predict their binding affinity value. This is MHC class II binding data. (1) The binding affinity (normalized) is 0.119. The peptide sequence is AILPEYGTLGLECSP. The MHC is DRB1_1101 with pseudo-sequence DRB1_1101. (2) The peptide sequence is KMYFNLIDTKCYKLEHPV. The MHC is DRB1_1501 with pseudo-sequence DRB1_1501. The binding affinity (normalized) is 0.302. (3) The peptide sequence is FTVFEAAFNNAIKAG. The MHC is DRB4_0101 with pseudo-sequence DRB4_0103. The binding affinity (normalized) is 0.166. (4) The peptide sequence is LFKEKEVKKEIKDPL. The MHC is DRB1_0701 with pseudo-sequence DRB1_0701. The binding affinity (normalized) is 0.377. (5) The peptide sequence is YPWDRIEEVTRMAMT. The MHC is DRB1_0901 with pseudo-sequence DRB1_0901. The binding affinity (normalized) is 0.318. (6) The peptide sequence is EGELHGRQIRMAKLLG. The MHC is DRB1_0701 with pseudo-sequence DRB1_0701. The binding affinity (normalized) is 0.336. (7) The peptide sequence is ASAAIFGHDGTVWAQ. The MHC is HLA-DPA10201-DPB11401 with pseudo-sequence HLA-DPA10201-DPB11401. The binding affinity (normalized) is 0. (8) The peptide sequence is MYKECEWPLTHTIGT. The MHC is DRB3_0301 with pseudo-sequence DRB3_0301. The binding affinity (normalized) is 0.